This data is from Catalyst prediction with 721,799 reactions and 888 catalyst types from USPTO. The task is: Predict which catalyst facilitates the given reaction. Reactant: C(P(C(C)(C)C)C1C(OC)=CC=C(OC)C=1C1C(C(C)C)=CC(C(C)C)=CC=1C(C)C)(C)(C)C.O.C(O)(CC)(C)C.[O-]P([O-])([O-])=O.[K+].[K+].[K+].CS(O[C:55]1[CH:64]=[CH:63][C:62]2[C:57](=[CH:58][CH:59]=[C:60]([C:65]3[CH:70]=[C:69]([N:71]4[CH:76]=[CH:75][C:74](=[O:77])[NH:73][C:72]4=[O:78])[CH:68]=[C:67]([C:79]([CH3:82])([CH3:81])[CH3:80])[C:66]=3[O:83][CH3:84])[CH:61]=2)[CH:56]=1)(=O)=O.[CH3:85][S:86]([NH2:89])(=[O:88])=[O:87]. Product: [C:79]([C:67]1[C:66]([O:83][CH3:84])=[C:65]([C:60]2[CH:61]=[C:62]3[C:57](=[CH:58][CH:59]=2)[CH:56]=[C:55]([NH:89][S:86]([CH3:85])(=[O:88])=[O:87])[CH:64]=[CH:63]3)[CH:70]=[C:69]([N:71]2[CH:76]=[CH:75][C:74](=[O:77])[NH:73][C:72]2=[O:78])[CH:68]=1)([CH3:82])([CH3:81])[CH3:80]. The catalyst class is: 167.